The task is: Predict the reactants needed to synthesize the given product.. This data is from Full USPTO retrosynthesis dataset with 1.9M reactions from patents (1976-2016). (1) Given the product [C:31]([O:30][C:29](=[O:35])[NH:28][C:24]1([C:21]2[CH:22]=[CH:23][C:18]([C:9]3[C:10]([C:12]4[CH:13]=[CH:14][CH:15]=[CH:16][CH:17]=4)=[CH:11][C:5]4[N:4]([CH3:37])[C:3](=[O:36])[C@@H:2]([CH3:1])[O:7][C:6]=4[N:8]=3)=[CH:19][CH:20]=2)[CH2:25][CH2:26][CH2:27]1)([CH3:32])([CH3:34])[CH3:33], predict the reactants needed to synthesize it. The reactants are: [CH3:1][C@H:2]1[O:7][C:6]2[N:8]=[C:9]([C:18]3[CH:23]=[CH:22][C:21]([C:24]4([NH:28][C:29](=[O:35])[O:30][C:31]([CH3:34])([CH3:33])[CH3:32])[CH2:27][CH2:26][CH2:25]4)=[CH:20][CH:19]=3)[C:10]([C:12]3[CH:17]=[CH:16][CH:15]=[CH:14][CH:13]=3)=[CH:11][C:5]=2[NH:4][C:3]1=[O:36].[C:37](=O)([O-])[O-].[K+].[K+].IC. (2) Given the product [CH2:1]([C:3]1[CH:28]=[CH:27][CH:26]=[C:25]([CH3:29])[C:4]=1[CH2:5][NH:6][C:7]1[C:15]2[N:14]=[C:13]([CH2:16][O:17][CH3:18])[N:12]([CH3:19])[C:11]=2[CH:10]=[C:9]([C:20]([OH:22])=[O:21])[CH:8]=1)[CH3:2], predict the reactants needed to synthesize it. The reactants are: [CH2:1]([C:3]1[CH:28]=[CH:27][CH:26]=[C:25]([CH3:29])[C:4]=1[CH2:5][NH:6][C:7]1[C:15]2[N:14]=[C:13]([CH2:16][O:17][CH3:18])[N:12]([CH3:19])[C:11]=2[CH:10]=[C:9]([C:20]([O:22]CC)=[O:21])[CH:8]=1)[CH3:2].[OH-].[Na+].O.Cl. (3) Given the product [CH3:1][C:2]1[N:7]=[C:6]([N:8]2[C:17]3[C:12](=[CH:13][CH:14]=[CH:15][CH:16]=3)[N:11]=[C:10]([C:18]([OH:20])=[O:19])[C:9]2=[O:23])[CH:5]=[CH:4][CH:3]=1, predict the reactants needed to synthesize it. The reactants are: [CH3:1][C:2]1[N:7]=[C:6]([N:8]2[C:17]3[C:12](=[CH:13][CH:14]=[CH:15][CH:16]=3)[N:11]=[C:10]([C:18]([O:20]CC)=[O:19])[C:9]2=[O:23])[CH:5]=[CH:4][CH:3]=1.C(=O)([O-])[O-].[K+].[K+]. (4) Given the product [F:1][C:2]1[C:3]([CH3:11])=[CH:4][C:5]([O:21][CH:19]=[O:20])=[CH:8][C:9]=1[CH3:10], predict the reactants needed to synthesize it. The reactants are: [F:1][C:2]1[C:9]([CH3:10])=[CH:8][C:5](C=O)=[CH:4][C:3]=1[CH3:11].C1C=C(Cl)C=C([C:19]([O:21]O)=[O:20])C=1.